The task is: Predict the reactants needed to synthesize the given product.. This data is from Full USPTO retrosynthesis dataset with 1.9M reactions from patents (1976-2016). (1) Given the product [C:20]([CH2:8][CH:7]([C:4]1[CH:5]=[CH:6][CH:1]=[CH:2][CH:3]=1)[C:10]([O:12][CH3:27])=[O:11])#[N:22], predict the reactants needed to synthesize it. The reactants are: [CH:1]1[CH:6]=[CH:5][C:4]([CH:7]([C:10]([OH:12])=[O:11])[CH2:8]O)=[CH:3][CH:2]=1.COC(OC)(C)C.[CH2:20]([N:22](CC)CC)C.[CH3:27]S(Cl)(=O)=O.[C-]#N.[K+]. (2) Given the product [F:1][C:2]1[CH:7]=[C:6]([I:8])[CH:5]=[CH:4][C:3]=1[N:9]1[CH:22]=[C:17]([O:18][CH3:19])[C:16](=[O:20])[C:11]([C:12]([O:14][CH3:15])=[O:13])=[N:10]1, predict the reactants needed to synthesize it. The reactants are: [F:1][C:2]1[CH:7]=[C:6]([I:8])[CH:5]=[CH:4][C:3]=1[NH:9][N:10]=[C:11]([C:16](=[O:20])[CH2:17][O:18][CH3:19])[C:12]([O:14][CH3:15])=[O:13].O.[CH3:22]OC(OC)N(C)C. (3) Given the product [C:10]1([C:8]2([C:16]3[CH:21]=[CH:20][CH:19]=[CH:18][CH:17]=3)[O:7][C:6]3[CH:22]=[C:2]([C:51]4[S:52][CH:53]=[CH:54][N:55]=4)[CH:3]=[C:4]([C:23]([O:25][CH3:26])=[O:24])[C:5]=3[O:9]2)[CH:15]=[CH:14][CH:13]=[CH:12][CH:11]=1, predict the reactants needed to synthesize it. The reactants are: Br[C:2]1[CH:3]=[C:4]([C:23]([O:25][CH3:26])=[O:24])[C:5]2[O:9][C:8]([C:16]3[CH:21]=[CH:20][CH:19]=[CH:18][CH:17]=3)([C:10]3[CH:15]=[CH:14][CH:13]=[CH:12][CH:11]=3)[O:7][C:6]=2[CH:22]=1.B1(B2OC(C)(C)C(C)(C)O2)OC(C)(C)C(C)(C)O1.CC([O-])=O.[K+].Br[C:51]1[S:52][CH:53]=[CH:54][N:55]=1.C([O-])([O-])=O.[K+].[K+]. (4) Given the product [C:1]([O:5][C:6](=[O:35])[N:7]([CH2:18][C@@H:19]1[CH2:24][N:23]2[CH2:25][CH2:26][CH2:27][C@@H:22]2[CH2:21][NH:20]1)[C@H:8]1[C:17]2[C:12](=[CH:13][CH:14]=[CH:15][CH:16]=2)[CH2:11][CH2:10][CH2:9]1)([CH3:4])([CH3:2])[CH3:3], predict the reactants needed to synthesize it. The reactants are: [C:1]([O:5][C:6](=[O:35])[N:7]([CH2:18][C@@H:19]1[CH2:24][N:23]2[CH2:25][CH2:26][CH2:27][C@@H:22]2[CH2:21][N:20]1CC1C=CC=CC=1)[C@H:8]1[C:17]2[C:12](=[CH:13][CH:14]=[CH:15][CH:16]=2)[CH2:11][CH2:10][CH2:9]1)([CH3:4])([CH3:3])[CH3:2]. (5) Given the product [Cl:1][C:2]1[N:11]=[CH:10][C:9]2[N:8]([C:12]([CH3:18])([CH3:17])[C:13]([OH:15])=[O:14])[C:7](=[O:19])[C:6]3([CH3:24])[CH2:20][O:21][CH2:22][CH2:23][N:5]3[C:4]=2[N:3]=1, predict the reactants needed to synthesize it. The reactants are: [Cl:1][C:2]1[N:11]=[CH:10][C:9]2[N:8]([C:12]([CH3:18])([CH3:17])[C:13]([O:15]C)=[O:14])[C:7](=[O:19])[C:6]3([CH3:24])[CH2:20][O:21][CH2:22][CH2:23][N:5]3[C:4]=2[N:3]=1.[OH-].[Na+]. (6) Given the product [CH3:35][O:36][C:37]([CH:39]1[CH2:40][CH2:41][CH:42]([CH2:45][NH:50][C:21](=[O:22])[C:20]2[CH:24]=[CH:25][CH:26]=[C:18]([CH2:17][S:14]([CH:13]=[C:11]3[CH2:12][N:9]([CH:8]([C:27]4[CH:32]=[CH:31][C:30]([Cl:33])=[CH:29][CH:28]=4)[C:5]4[CH:6]=[CH:7][C:2]([Cl:1])=[CH:3][CH:4]=4)[CH2:10]3)(=[O:16])=[O:15])[CH:19]=2)[CH2:43][CH2:44]1)=[O:38], predict the reactants needed to synthesize it. The reactants are: [Cl:1][C:2]1[CH:7]=[CH:6][C:5]([CH:8]([C:27]2[CH:32]=[CH:31][C:30]([Cl:33])=[CH:29][CH:28]=2)[N:9]2[CH2:12][C:11](=[CH:13][S:14]([CH2:17][C:18]3[CH:19]=[C:20]([CH:24]=[CH:25][CH:26]=3)[C:21](O)=[O:22])(=[O:16])=[O:15])[CH2:10]2)=[CH:4][CH:3]=1.Cl.[CH3:35][O:36][C:37]([CH:39]1[CH2:44][CH2:43][CH:42]([CH2:45]CN)[CH2:41][CH2:40]1)=[O:38].C([N:50](CC)CC)C. (7) Given the product [C:10]([O:18][CH2:19][C:26]1[CH:27]=[C:22]([Cl:21])[N:23]=[CH:24][N:25]=1)(=[O:17])[C:11]1[CH:16]=[CH:15][CH:14]=[CH:13][CH:12]=1, predict the reactants needed to synthesize it. The reactants are: BrCCBr.C[Si](C)(C)Cl.[C:10]([O:18][CH2:19]I)(=[O:17])[C:11]1[CH:16]=[CH:15][CH:14]=[CH:13][CH:12]=1.[Cl:21][C:22]1[CH:27]=[C:26](Cl)[N:25]=[CH:24][N:23]=1.